Regression. Given two drug SMILES strings and cell line genomic features, predict the synergy score measuring deviation from expected non-interaction effect. From a dataset of Merck oncology drug combination screen with 23,052 pairs across 39 cell lines. (1) Cell line: A375. Synergy scores: synergy=21.2. Drug 1: C=CCn1c(=O)c2cnc(Nc3ccc(N4CCN(C)CC4)cc3)nc2n1-c1cccc(C(C)(C)O)n1. Drug 2: CS(=O)(=O)CCNCc1ccc(-c2ccc3ncnc(Nc4ccc(OCc5cccc(F)c5)c(Cl)c4)c3c2)o1. (2) Drug 1: CS(=O)(=O)CCNCc1ccc(-c2ccc3ncnc(Nc4ccc(OCc5cccc(F)c5)c(Cl)c4)c3c2)o1. Drug 2: CNC(=O)c1cc(Oc2ccc(NC(=O)Nc3ccc(Cl)c(C(F)(F)F)c3)cc2)ccn1. Cell line: NCIH23. Synergy scores: synergy=3.85. (3) Drug 1: CCC1(O)CC2CN(CCc3c([nH]c4ccccc34)C(C(=O)OC)(c3cc4c(cc3OC)N(C)C3C(O)(C(=O)OC)C(OC(C)=O)C5(CC)C=CCN6CCC43C65)C2)C1. Drug 2: C#Cc1cccc(Nc2ncnc3cc(OCCOC)c(OCCOC)cc23)c1. Cell line: SKOV3. Synergy scores: synergy=41.0.